This data is from Reaction yield outcomes from USPTO patents with 853,638 reactions. The task is: Predict the reaction yield, written as a fraction of the theoretical maximum amount of product (1.0 means a 100% yield; for example, 0.34 means a 34% yield). (1) The reactants are C[O:2][C:3]([C:5]1([C:8]2[CH:9]=[CH:10][C:11]3[O:15][CH2:14][C:13]([CH3:17])([CH3:16])[C:12]=3[CH:18]=2)[CH2:7][CH2:6]1)=[O:4].[Li+].[OH-].Cl. The catalyst is CO. The product is [CH3:16][C:13]1([CH3:17])[C:12]2[CH:18]=[C:8]([C:5]3([C:3]([OH:4])=[O:2])[CH2:6][CH2:7]3)[CH:9]=[CH:10][C:11]=2[O:15][CH2:14]1. The yield is 0.410. (2) The yield is 0.950. No catalyst specified. The product is [C:8]([C:10]1[CH:15]=[CH:14][CH:13]=[CH:12][CH:11]=1)#[C:7][C:1]1[CH:6]=[CH:5][CH:4]=[CH:3][CH:2]=1. The reactants are [C:1]1([C:7]#[CH:8])[CH:6]=[CH:5][CH:4]=[CH:3][CH:2]=1.I[C:10]1[CH:15]=[CH:14][CH:13]=[CH:12][CH:11]=1. (3) The reactants are [H-].[Na+].[I:3][C:4]1[CH:9]=[CH:8][C:7]([C:10]2[CH2:14][C:13](=[O:15])[O:12][N:11]=2)=[CH:6][CH:5]=1.Cl[CH2:17][O:18][CH3:19]. The catalyst is C1COCC1. The product is [I:3][C:4]1[CH:5]=[CH:6][C:7]([C:10]2[CH:14]=[C:13]([O:15][CH2:17][O:18][CH3:19])[O:12][N:11]=2)=[CH:8][CH:9]=1. The yield is 0.420. (4) The reactants are C(OC(=O)[NH:7][C@H:8]1[CH2:11][C@@H:10]([O:12][CH2:13][C:14]2[CH:19]=[CH:18][CH:17]=[CH:16][CH:15]=2)[CH2:9]1)(C)(C)C.C(O)(C(F)(F)F)=O. The catalyst is C(Cl)Cl. The product is [CH2:13]([O:12][C@@H:10]1[CH2:11][C@H:8]([NH2:7])[CH2:9]1)[C:14]1[CH:19]=[CH:18][CH:17]=[CH:16][CH:15]=1. The yield is 0.950. (5) The reactants are Br[C:2]1[CH:11]=[C:10]2[C:5]([CH2:6][CH2:7][N:8]([C:12]([CH:14]3[CH2:19][CH2:18][O:17][CH2:16][CH2:15]3)=[O:13])[CH2:9]2)=[CH:4][CH:3]=1.[CH3:20][C@H:21]1[CH2:25][CH2:24][CH2:23][N:22]1[C@H:26]1[CH2:30][CH2:29][NH:28][CH2:27]1.CC(C)([O-])C.[Na+].C1(C)C=CC=CC=1. The catalyst is CO.C(Cl)Cl.C1C=CC(P(C2C(C3C(P(C4C=CC=CC=4)C4C=CC=CC=4)=CC=C4C=3C=CC=C4)=C3C(C=CC=C3)=CC=2)C2C=CC=CC=2)=CC=1. The product is [CH3:20][C@H:21]1[CH2:25][CH2:24][CH2:23][N:22]1[C@H:26]1[CH2:30][CH2:29][N:28]([C:2]2[CH:11]=[C:10]3[C:5]([CH2:6][CH2:7][N:8]([C:12]([CH:14]4[CH2:19][CH2:18][O:17][CH2:16][CH2:15]4)=[O:13])[CH2:9]3)=[CH:4][CH:3]=2)[CH2:27]1. The yield is 0.530. (6) The reactants are [CH2:1]([NH:8][C:9]([C:11]1[S:15][C:14]([NH:16][C:17](=[O:26])[C:18]2[CH:23]=[CH:22][N:21]=[C:20]([O:24]C)[CH:19]=2)=[N:13][C:12]=1[CH3:27])=[O:10])[C:2]1[CH:7]=[CH:6][CH:5]=[CH:4][CH:3]=1.I[Si](C)(C)C.CO. The catalyst is C(Cl)(Cl)Cl. The product is [CH2:1]([NH:8][C:9]([C:11]1[S:15][C:14]([NH:16][C:17]([C:18]2[CH:23]=[CH:22][NH:21][C:20](=[O:24])[CH:19]=2)=[O:26])=[N:13][C:12]=1[CH3:27])=[O:10])[C:2]1[CH:7]=[CH:6][CH:5]=[CH:4][CH:3]=1. The yield is 0.550. (7) The reactants are O=[C:2]1[C:14]2[C:13]3[C:8](=[CH:9][CH:10]=[CH:11][CH:12]=3)[N:7]([CH2:15][C:16]3[CH:25]=[CH:24][C:19]([C:20]([O:22][CH3:23])=[O:21])=CC=3)[C:6]=2[CH2:5][CH2:4][CH2:3]1.Cl.[CH3:27]NC.[CH2:30]=[O:31]. The catalyst is C(O)(=O)C.C1(C)C=CC=CC=1. The product is [CH2:12]=[C:11]1[C:30](=[O:31])[C:13]2[C:14]3[C:6](=[CH:5][CH:4]=[CH:3][CH:2]=3)[N:7]([CH2:15][CH2:16][CH2:25][CH2:24][CH2:19][C:20]([O:22][CH2:23][CH3:27])=[O:21])[C:8]=2[CH2:9][CH2:10]1. The yield is 0.550.